This data is from Forward reaction prediction with 1.9M reactions from USPTO patents (1976-2016). The task is: Predict the product of the given reaction. (1) Given the reactants Cl[C:2]1[C:3]2[N:17]=[CH:16][CH:15]=[CH:14][C:4]=2[C:5]([C:8]2[CH:13]=[CH:12][CH:11]=[CH:10][CH:9]=2)=[N:6][N:7]=1.[CH3:18][C@H:19]1[NH:24][CH2:23][CH2:22][N:21]([C:25]([O:27][C:28]([CH3:31])([CH3:30])[CH3:29])=[O:26])[CH2:20]1, predict the reaction product. The product is: [CH3:18][C@H:19]1[N:24]([C:2]2[C:3]3[N:17]=[CH:16][CH:15]=[CH:14][C:4]=3[C:5]([C:8]3[CH:13]=[CH:12][CH:11]=[CH:10][CH:9]=3)=[N:6][N:7]=2)[CH2:23][CH2:22][N:21]([C:25]([O:27][C:28]([CH3:29])([CH3:31])[CH3:30])=[O:26])[CH2:20]1. (2) Given the reactants Cl.[NH2:2]O.[C:4](=[O:7])([O-])O.[Na+].[C:9]([C@@H:11]1[CH2:16][C@H:15]([N:17]([C:22]([C:24]2[N:28]([CH2:29][CH2:30][CH2:31][CH2:32][O:33][CH3:34])[C:27]3[CH:35]=[CH:36][CH:37]=[CH:38][C:26]=3[N:25]=2)=[O:23])[CH2:18][CH:19]([CH3:21])[CH3:20])[CH2:14][N:13]([C:39]([O:41][C:42]([CH3:45])([CH3:44])[CH3:43])=[O:40])[CH2:12]1)#[N:10], predict the reaction product. The product is: [CH3:34][O:33][CH2:32][CH2:31][CH2:30][CH2:29][N:28]1[C:27]2[CH:35]=[CH:36][CH:37]=[CH:38][C:26]=2[N:25]=[C:24]1[C:22]([N:17]([CH2:18][CH:19]([CH3:20])[CH3:21])[C@H:15]1[CH2:16][C@@H:11]([C:9]2[N:2]=[CH:4][O:7][N:10]=2)[CH2:12][N:13]([C:39]([O:41][C:42]([CH3:43])([CH3:45])[CH3:44])=[O:40])[CH2:14]1)=[O:23]. (3) Given the reactants [NH2:1][C:2]1([C:7]([OH:9])=[O:8])[CH2:6][CH2:5][CH2:4][CH2:3]1.C(=O)([O-])[O-].[K+].[K+].[C:16]([O:20][C:21](O[C:21]([O:20][C:16]([CH3:19])([CH3:18])[CH3:17])=[O:22])=[O:22])([CH3:19])([CH3:18])[CH3:17], predict the reaction product. The product is: [C:16]([O:20][C:21]([NH:1][C:2]1([C:7]([OH:9])=[O:8])[CH2:6][CH2:5][CH2:4][CH2:3]1)=[O:22])([CH3:19])([CH3:18])[CH3:17]. (4) Given the reactants [Si]([O:8][CH2:9][CH:10]1[CH:14]([C:15]2[CH:20]=[CH:19][CH:18]=[CH:17][CH:16]=2)[CH2:13][NH:12][CH2:11]1)(C(C)(C)C)(C)C.[C:21](OC)(=[O:30])/[CH:22]=C/C1C=CC=CC=1.C(OC(=O)C)(=O)C, predict the reaction product. The product is: [C:21]([N:12]1[CH2:13][CH:14]([C:15]2[CH:16]=[CH:17][CH:18]=[CH:19][CH:20]=2)[CH:10]([CH2:9][OH:8])[CH2:11]1)(=[O:30])[CH3:22].